Dataset: Full USPTO retrosynthesis dataset with 1.9M reactions from patents (1976-2016). Task: Predict the reactants needed to synthesize the given product. (1) Given the product [CH3:48][C:30]1[CH:31]=[C:32]([NH:35][C:36](=[O:47])[C:37]2[CH:42]=[CH:41][CH:40]=[C:39]([C:43]([F:44])([F:45])[F:46])[CH:38]=2)[CH:33]=[CH:34][C:29]=1[O:28][C:2]1[C:7]([C:8]2[CH:13]=[CH:12][N:11]=[C:10]([NH:14][C:15]3[CH:20]=[CH:19][C:18]([N:21]4[CH2:26][CH2:25][N:24]([CH3:27])[CH2:23][CH2:22]4)=[CH:17][CH:16]=3)[N:9]=2)=[CH:6][CH:5]=[CH:4][N:3]=1, predict the reactants needed to synthesize it. The reactants are: Cl[C:2]1[C:7]([C:8]2[CH:13]=[CH:12][N:11]=[C:10]([NH:14][C:15]3[CH:20]=[CH:19][C:18]([N:21]4[CH2:26][CH2:25][N:24]([CH3:27])[CH2:23][CH2:22]4)=[CH:17][CH:16]=3)[N:9]=2)=[CH:6][CH:5]=[CH:4][N:3]=1.[OH:28][C:29]1[CH:34]=[CH:33][C:32]([NH:35][C:36](=[O:47])[C:37]2[CH:42]=[CH:41][CH:40]=[C:39]([C:43]([F:46])([F:45])[F:44])[CH:38]=2)=[CH:31][C:30]=1[CH3:48].C([O-])([O-])=O.[Cs+].[Cs+]. (2) Given the product [OH:1][C@@H:2]([C@H:4]1[C:25](=[O:26])[N:6]2[C:7]([C:12]([O:14][CH2:15][C:16]3[CH:21]=[CH:20][C:19]([N+:22]([O-:24])=[O:23])=[CH:18][CH:17]=3)=[O:13])=[C:8]([C:40]3[S:39][C:38]4=[C:34]([C:32]([C:28]5[S:27][CH:31]=[CH:30][CH:29]=5)=[O:33])[N:35]=[CH:36][N:37]4[CH:41]=3)[C@H:9]([CH3:10])[C@H:5]12)[CH3:3], predict the reactants needed to synthesize it. The reactants are: [OH:1][C@@H:2]([C@H:4]1[C:25](=[O:26])[N:6]2[C@@H:7]([C:12]([O:14][CH2:15][C:16]3[CH:21]=[CH:20][C:19]([N+:22]([O-:24])=[O:23])=[CH:18][CH:17]=3)=[O:13])[C:8](=O)[C@H:9]([CH3:10])[C@H:5]12)[CH3:3].[S:27]1[CH:31]=[CH:30][CH:29]=[C:28]1[C:32]([C:34]1[N:35]=[CH:36][N:37]2[CH:41]=[C:40]([Sn](CCCC)(CCCC)CCCC)[S:39][C:38]=12)=[O:33]. (3) Given the product [CH3:1][C:2]1[CH:3]=[CH:4][C:5]([S:8]([O:11][CH2:12][C:13]2([CH2:20][O:21][S:22]([C:25]3[CH:26]=[CH:27][C:28]([CH3:31])=[CH:29][CH:30]=3)(=[O:24])=[O:23])[CH2:18][CH2:17][C:16]([OH:19])([C:38]3[CH:37]=[CH:36][CH:35]=[C:34]([O:33][CH3:32])[CH:39]=3)[CH2:15][CH2:14]2)(=[O:9])=[O:10])=[CH:6][CH:7]=1, predict the reactants needed to synthesize it. The reactants are: [CH3:1][C:2]1[CH:7]=[CH:6][C:5]([S:8]([O:11][CH2:12][C:13]2([CH2:20][O:21][S:22]([C:25]3[CH:30]=[CH:29][C:28]([CH3:31])=[CH:27][CH:26]=3)(=[O:24])=[O:23])[CH2:18][CH2:17][C:16](=[O:19])[CH2:15][CH2:14]2)(=[O:10])=[O:9])=[CH:4][CH:3]=1.[CH3:32][O:33][C:34]1[CH:35]=[C:36]([Mg]Br)[CH:37]=[CH:38][CH:39]=1. (4) Given the product [C:1]([N:4]1[C:13]2[C:8](=[CH:9][C:10]([C:33]3[O:34][CH:35]=[C:31]([CH:29]=[O:30])[CH:32]=3)=[CH:11][CH:12]=2)[C@H:7]([NH:15][C:16](=[O:21])[O:17][CH:18]([CH3:20])[CH3:19])[CH2:6][C@@H:5]1[CH3:22])(=[O:3])[CH3:2], predict the reactants needed to synthesize it. The reactants are: [C:1]([N:4]1[C:13]2[C:8](=[CH:9][C:10](Br)=[CH:11][CH:12]=2)[CH:7]([NH:15][C:16](=[O:21])[O:17][CH:18]([CH3:20])[CH3:19])[CH2:6][CH:5]1[CH3:22])(=[O:3])[CH3:2].C(=O)([O-])[O-].[K+].[K+].[CH:29]([C:31]1[CH:32]=[C:33](B(O)O)[O:34][CH:35]=1)=[O:30].C1(C)C=CC=CC=1. (5) The reactants are: [F:1][C:2]1[CH:7]=[CH:6][C:5]([C:8]2[CH:13]=[CH:12][N:11]=[CH:10][C:9]=2[N:14]([CH3:28])[C:15](=[O:27])[C:16]2[CH:21]=[C:20]([C:22]([F:25])([F:24])[F:23])[CH:19]=[C:18]([SH:26])[CH:17]=2)=[C:4]([O:29][CH3:30])[CH:3]=1.I[CH:32]1[CH2:35][O:34][CH2:33]1.CCN(C(C)C)C(C)C.[NH4+].[Cl-]. Given the product [F:1][C:2]1[CH:7]=[CH:6][C:5]([C:8]2[CH:13]=[CH:12][N:11]=[CH:10][C:9]=2[N:14]([CH3:28])[C:15](=[O:27])[C:16]2[CH:21]=[C:20]([C:22]([F:25])([F:24])[F:23])[CH:19]=[C:18]([S:26][CH:32]3[CH2:35][O:34][CH2:33]3)[CH:17]=2)=[C:4]([O:29][CH3:30])[CH:3]=1, predict the reactants needed to synthesize it.